From a dataset of Reaction yield outcomes from USPTO patents with 853,638 reactions. Predict the reaction yield, written as a fraction of the theoretical maximum amount of product (1.0 means a 100% yield; for example, 0.34 means a 34% yield). (1) The reactants are [NH2:1][C:2]1[CH:3]=[C:4]([OH:9])[CH:5]=[C:6]([Br:8])[CH:7]=1.[F:10][C:11]1[CH:16]=[C:15]([F:17])[CH:14]=[CH:13][C:12]=1[S:18](Cl)(=[O:20])=[O:19]. No catalyst specified. The product is [Br:8][C:6]1[CH:7]=[C:2]([NH:1][S:18]([C:12]2[CH:13]=[CH:14][C:15]([F:17])=[CH:16][C:11]=2[F:10])(=[O:20])=[O:19])[CH:3]=[C:4]([OH:9])[CH:5]=1. The yield is 0.990. (2) The reactants are [CH2:1]([C@H:3]1[C@@H:7]([C:8]2[N:12]3[C:13]4[CH:19]=[CH:18][N:17]([S:20]([C:23]5[CH:29]=[CH:28][C:26]([CH3:27])=[CH:25][CH:24]=5)(=[O:22])=[O:21])[C:14]=4[N:15]=[CH:16][C:11]3=[N:10][N:9]=2)[CH2:6][C@@H:5]([NH2:30])[CH2:4]1)[CH3:2].CCO.CCN(C(C)C)C(C)C.Cl[C:44]1[S:45][C:46]([C:49]#[N:50])=[CH:47][N:48]=1. The catalyst is C(Cl)Cl. The product is [CH2:1]([C@H:3]1[C@@H:7]([C:8]2[N:12]3[C:13]4[CH:19]=[CH:18][N:17]([S:20]([C:23]5[CH:24]=[CH:25][C:26]([CH3:27])=[CH:28][CH:29]=5)(=[O:22])=[O:21])[C:14]=4[N:15]=[CH:16][C:11]3=[N:10][N:9]=2)[CH2:6][C@@H:5]([NH:30][C:44]2[S:45][C:46]([C:49]#[N:50])=[CH:47][N:48]=2)[CH2:4]1)[CH3:2]. The yield is 0.840. (3) The reactants are [Br:1][C:2]1[CH:3]=[C:4]([OH:9])[CH:5]=[CH:6][C:7]=1[CH3:8].I[CH2:11][CH3:12].C(=O)([O-])[O-].[K+].[K+]. The catalyst is CN(C=O)C.[Cl-].[Na+].O. The product is [Br:1][C:2]1[CH:3]=[C:4]([O:9][CH2:11][CH3:12])[CH:5]=[CH:6][C:7]=1[CH3:8]. The yield is 0.543. (4) The reactants are [OH:1][CH2:2][C:3]1[CH:4]=[C:5]([NH:11][CH2:12][CH2:13][O:14][CH2:15][CH2:16][O:17][CH2:18][CH2:19][O:20][CH2:21][CH2:22][O:23][CH2:24][CH2:25][O:26][CH2:27][CH2:28][O:29][CH2:30][CH2:31][O:32][CH2:33][CH2:34][O:35][CH2:36][CH2:37][O:38][CH2:39][CH2:40][O:41][CH2:42][CH2:43][O:44][CH2:45][CH2:46][O:47][CH2:48][CH2:49][C:50]([O:52][CH3:53])=[O:51])[CH:6]=[C:7]([CH2:9][OH:10])[CH:8]=1.IC.[C:56](=O)([O-])[O-].[K+].[K+]. The catalyst is CN(C=O)C.O. The product is [OH:1][CH2:2][C:3]1[CH:4]=[C:5]([N:11]([CH2:12][CH2:13][O:14][CH2:15][CH2:16][O:17][CH2:18][CH2:19][O:20][CH2:21][CH2:22][O:23][CH2:24][CH2:25][O:26][CH2:27][CH2:28][O:29][CH2:30][CH2:31][O:32][CH2:33][CH2:34][O:35][CH2:36][CH2:37][O:38][CH2:39][CH2:40][O:41][CH2:42][CH2:43][O:44][CH2:45][CH2:46][O:47][CH2:48][CH2:49][C:50]([O:52][CH3:53])=[O:51])[CH3:56])[CH:6]=[C:7]([CH2:9][OH:10])[CH:8]=1. The yield is 0.920. (5) The reactants are Cl[C:2]1[C:7]([CH:8]=[O:9])=[C:6]([N:10]2[CH2:23][CH2:22][N:13]3[C:14]4[CH2:15][CH2:16][CH2:17][CH2:18][C:19]=4[C:20]([F:21])=[C:12]3[C:11]2=[O:24])[N:5]=[CH:4][CH:3]=1.[CH3:25][N:26]1[CH:31]=[C:30](B2OC(C)(C)C(C)(C)O2)[CH:29]=[C:28]([NH:41][C:42]2[CH:47]=[CH:46][N:45]=[CH:44][N:43]=2)[C:27]1=[O:48].[O-]P([O-])([O-])=O.[K+].[K+].[K+].CC([O-])=O.[Na+]. The catalyst is C1C=CC(P(C2C=CC=CC=2)[C-]2C=CC=C2)=CC=1.C1C=CC(P(C2C=CC=CC=2)[C-]2C=CC=C2)=CC=1.Cl[Pd]Cl.[Fe+2].O.C(#N)C. The product is [F:21][C:20]1[C:19]2[CH2:18][CH2:17][CH2:16][CH2:15][C:14]=2[N:13]2[CH2:22][CH2:23][N:10]([C:6]3[N:5]=[CH:4][CH:3]=[C:2]([C:30]4[CH:29]=[C:28]([NH:41][C:42]5[CH:47]=[CH:46][N:45]=[CH:44][N:43]=5)[C:27](=[O:48])[N:26]([CH3:25])[CH:31]=4)[C:7]=3[CH:8]=[O:9])[C:11](=[O:24])[C:12]=12. The yield is 0.270. (6) The reactants are C(C1C=[CH:7][CH:6]=[CH:5][N:4]=1)#N.[C:9](O)(=[S:13])[CH:10]([CH3:12])O.[N:15]1C=C[CH:18]=[CH:17][CH:16]=1.CC[OH:23]. No catalyst specified. The product is [CH3:18][C:17]1[S:13][C:9]([C:10]2[CH:12]=[CH:7][CH:6]=[CH:5][N:4]=2)=[N:15][C:16]=1[OH:23]. The yield is 0.760.